This data is from Forward reaction prediction with 1.9M reactions from USPTO patents (1976-2016). The task is: Predict the product of the given reaction. (1) Given the reactants [Cl:1][C:2]1[N:7]=[C:6]([C:8]([O:10][C:11]([CH3:14])([CH3:13])[CH3:12])=[O:9])[CH:5]=[C:4](Cl)[N:3]=1.Cl.[NH2:17][C@@H:18]([CH3:22])[C:19]([NH2:21])=[O:20].CCN(C(C)C)C(C)C, predict the reaction product. The product is: [NH2:21][C:19](=[O:20])[C@@H:18]([NH:17][C:4]1[N:3]=[C:2]([Cl:1])[N:7]=[C:6]([C:8]([O:10][C:11]([CH3:14])([CH3:13])[CH3:12])=[O:9])[CH:5]=1)[CH3:22]. (2) Given the reactants [C:1]([O:5][C:6]([N:8]1[CH2:13][CH2:12][CH:11]([N:14]2[CH:18]=[C:17]([C:19]3[C:20]([O:34][CH:35]4[CH2:38][CH2:37][CH2:36]4)=[C:21]4[C:26](=[CH:27][CH:28]=3)[N:25]([C:29]([O:31][CH3:32])=[O:30])[C@@H:24]([CH3:33])[CH2:23][CH2:22]4)[CH:16]=[N:15]2)[CH:10]([OH:39])[CH2:9]1)=[O:7])([CH3:4])([CH3:3])[CH3:2].[CH3:40]N(C)C=O.[H-].[Na+].CI, predict the reaction product. The product is: [C:1]([O:5][C:6]([N:8]1[CH2:13][CH2:12][CH:11]([N:14]2[CH:18]=[C:17]([C:19]3[C:20]([O:34][CH:35]4[CH2:38][CH2:37][CH2:36]4)=[C:21]4[C:26](=[CH:27][CH:28]=3)[N:25]([C:29]([O:31][CH3:32])=[O:30])[C@@H:24]([CH3:33])[CH2:23][CH2:22]4)[CH:16]=[N:15]2)[CH:10]([O:39][CH3:40])[CH2:9]1)=[O:7])([CH3:2])([CH3:3])[CH3:4]. (3) The product is: [CH3:8][C:7]1[CH:6]=[CH:5][C:4]([NH:9][C:10]([CH:12]2[CH2:14][CH2:13]2)=[O:11])=[CH:3][C:2]=1[B:15]1[O:19][C:18]([CH3:21])([CH3:20])[C:17]([CH3:23])([CH3:22])[O:16]1. Given the reactants Br[C:2]1[CH:3]=[C:4]([NH:9][C:10]([CH:12]2[CH2:14][CH2:13]2)=[O:11])[CH:5]=[CH:6][C:7]=1[CH3:8].[B:15]1([B:15]2[O:19][C:18]([CH3:21])([CH3:20])[C:17]([CH3:23])([CH3:22])[O:16]2)[O:19][C:18]([CH3:21])([CH3:20])[C:17]([CH3:23])([CH3:22])[O:16]1.C([O-])(=O)C.[K+], predict the reaction product. (4) Given the reactants Br.[F:2][C:3]1[CH:31]=[CH:30][C:6]([O:7][CH2:8][CH2:9][CH2:10][N:11]2[C:15]3[CH:16]=[CH:17][CH:18]=[CH:19][C:14]=3[N:13]([CH2:20][C:21]3[CH:28]=[CH:27][C:24]([CH:25]=O)=[CH:23][CH:22]=3)[C:12]2=[NH:29])=[CH:5][CH:4]=1.[NH2:32][CH2:33][C:34]([NH:36][C:37]1[CH:42]=[CH:41][C:40](Cl)=[CH:39][CH:38]=1)=[O:35].C(O[BH-](OC(=O)C)OC(=O)C)(=O)C.[Na+].OS([O-])(=O)=O.[K+].[Cl:64]CCCl, predict the reaction product. The product is: [Cl:64][C:39]1[CH:38]=[C:37]([NH:36][C:34](=[O:35])[CH2:33][NH:32][CH2:25][C:24]2[CH:27]=[CH:28][C:21]([CH2:20][N:13]3[C:14]4[CH:19]=[CH:18][CH:17]=[CH:16][C:15]=4[N:11]([CH2:10][CH2:9][CH2:8][O:7][C:6]4[CH:5]=[CH:4][C:3]([F:2])=[CH:31][CH:30]=4)[C:12]3=[NH:29])=[CH:22][CH:23]=2)[CH:42]=[CH:41][CH:40]=1. (5) The product is: [N+:6]([O-:9])([O-:8])=[O:7].[Ce+3:15].[N+:6]([O-:9])([O-:8])=[O:7].[N+:6]([O-:9])([O-:8])=[O:7]. Given the reactants [S].O=O.[OH-].[NH4+].[N+:6]([O-:9])([O-:8])=[O:7].S([O-])([O-])(=O)=O.[Ce+3:15].S([O-])([O-])(=O)=O.S([O-])([O-])(=O)=O.[Ce+3].[Ce].S([O-])([O-])(=O)=O.S(=O)(=O)(O)O.S([O-])([O-])(=O)=O.[NH4+].[NH4+].S([O-])([O-])(=O)=O.[Na+].[Na+].[Ce+3].[Ce+4], predict the reaction product. (6) Given the reactants [OH:1][C:2]1[CH:3]=[C:4]2[C:9](=[CH:10][CH:11]=1)[C:8]([C:12]([OH:14])=[O:13])=[CH:7][CH:6]=[CH:5]2.C(=O)([O-])[O-].[Cs+].[Cs+].Cl[C:22]1[C:31]2[C:26](=[CH:27][C:28]([O:34][CH3:35])=[C:29]([O:32][CH3:33])[CH:30]=2)[N:25]=[CH:24][N:23]=1.Cl, predict the reaction product. The product is: [CH3:33][O:32][C:29]1[CH:30]=[C:31]2[C:26](=[CH:27][C:28]=1[O:34][CH3:35])[N:25]=[CH:24][N:23]=[C:22]2[O:1][C:2]1[CH:3]=[C:4]2[C:9](=[CH:10][CH:11]=1)[C:8]([C:12]([OH:14])=[O:13])=[CH:7][CH:6]=[CH:5]2. (7) Given the reactants Cl[C:2]1[N:10]=[CH:9][C:8]([N+:11]([O-:13])=[O:12])=[CH:7][C:3]=1[C:4]([OH:6])=[O:5].Cl.[CH3:15][NH:16][CH3:17].C(=O)([O-])[O-].[K+].[K+], predict the reaction product. The product is: [CH3:15][N:16]([CH3:17])[C:2]1[N:10]=[CH:9][C:8]([N+:11]([O-:13])=[O:12])=[CH:7][C:3]=1[C:4]([OH:6])=[O:5].